Task: Predict the product of the given reaction.. Dataset: Forward reaction prediction with 1.9M reactions from USPTO patents (1976-2016) (1) The product is: [CH2:1]([C:3]1[C:8](=[O:9])[N:7]2[N:10]=[CH:11][C:12]([C:13]#[N:14])=[C:6]2[NH:5][C:4]=1[CH:15]([OH:16])[CH3:17])[CH3:2]. Given the reactants [CH2:1]([C:3]1[C:8](=[O:9])[N:7]2[N:10]=[CH:11][C:12]([C:13]#[N:14])=[C:6]2[NH:5][C:4]=1[CH:15]=[O:16])[CH3:2].[CH3:17][Mg+].[Br-], predict the reaction product. (2) Given the reactants [Li]CCCC.C(NC(C)C)(C)C.[C:13]([C:17]1[C:22]([Br:23])=[CH:21][CH:20]=[C:19]([Si:24]([CH3:27])([CH3:26])[CH3:25])[N:18]=1)([CH3:16])([CH3:15])[CH3:14].[I:28]I.S([O-])([O-])=O.[Na+].[Na+], predict the reaction product. The product is: [C:13]([C:17]1[C:22]([Br:23])=[C:21]([I:28])[CH:20]=[C:19]([Si:24]([CH3:27])([CH3:26])[CH3:25])[N:18]=1)([CH3:16])([CH3:14])[CH3:15]. (3) Given the reactants [Cl:1][CH2:2][CH2:3][O:4][CH2:5][CH2:6][C:7]([OH:9])=O.S(Cl)([Cl:12])=O, predict the reaction product. The product is: [Cl:1][CH2:2][CH2:3][O:4][CH2:5][CH2:6][C:7]([Cl:12])=[O:9]. (4) The product is: [CH3:2][O:3][CH2:4][C:5]1([NH2:10])[CH2:9][CH2:8][CH2:7][CH2:6]1. Given the reactants Cl.[CH3:2][O:3][CH2:4][C:5]1([NH:10]C(=O)OC(C)(C)C)[CH2:9][CH2:8][CH2:7][CH2:6]1, predict the reaction product. (5) Given the reactants [Br:1][C:2]1[CH:20]=[C:19]2[C:5]([C:6](=[O:22])[C:7](=[O:21])[C:8]3[S:18][CH2:17][C:11]4([CH2:16][CH2:15][NH:14][CH2:13][CH2:12]4)[O:10][C:9]=32)=[CH:4][CH:3]=1.Br[CH2:24][C:25]1[CH:30]=[CH:29][C:28]([F:31])=[CH:27][CH:26]=1, predict the reaction product. The product is: [Br:1][C:2]1[CH:20]=[C:19]2[C:5]([C:6](=[O:22])[C:7](=[O:21])[C:8]3[S:18][CH2:17][C:11]4([CH2:16][CH2:15][N:14]([CH2:24][C:25]5[CH:30]=[CH:29][C:28]([F:31])=[CH:27][CH:26]=5)[CH2:13][CH2:12]4)[O:10][C:9]=32)=[CH:4][CH:3]=1. (6) Given the reactants [CH3:1][O:2][C:3]1[C:12]2[CH:11]3[CH2:13][CH2:14][CH:8]([CH2:9][CH2:10]3)[C:7]=2[C:6]([OH:15])=[CH:5][CH:4]=1.C(=O)([O-])[O-].[K+].[K+].[CH2:22](Br)[CH:23]=[CH2:24].C(OC1C2CCCC=2C=CC=1CC=C)C1C=CC=CC=1.C(OC1C=CC(OC)=C2C=1C1CCC2CC1)C=C.C(OCC=C)C=C.C1(C)C=C(C)C=C(C)C=1, predict the reaction product. The product is: [CH2:24]([C:5]1[CH:4]=[C:3]([O:2][CH3:1])[C:12]2[CH:11]3[CH2:13][CH2:14][CH:8]([CH2:9][CH2:10]3)[C:7]=2[C:6]=1[OH:15])[CH:23]=[CH2:22]. (7) Given the reactants [Br:1][C:2]1[CH:16]=[CH:15][C:5]2[N:6]=[C:7]([CH:9]3[CH2:14][CH2:13][NH:12][CH2:11][CH2:10]3)[O:8][C:4]=2[CH:3]=1.C(Cl)Cl.[CH3:20][C:21]([O:24][C:25](O[C:25]([O:24][C:21]([CH3:23])([CH3:22])[CH3:20])=[O:26])=[O:26])([CH3:23])[CH3:22], predict the reaction product. The product is: [Br:1][C:2]1[CH:16]=[CH:15][C:5]2[N:6]=[C:7]([CH:9]3[CH2:10][CH2:11][N:12]([C:25]([O:24][C:21]([CH3:23])([CH3:22])[CH3:20])=[O:26])[CH2:13][CH2:14]3)[O:8][C:4]=2[CH:3]=1.